Task: Predict the reactants needed to synthesize the given product.. Dataset: Full USPTO retrosynthesis dataset with 1.9M reactions from patents (1976-2016) (1) Given the product [CH:1]([C:4]1[CH:9]=[CH:8][C:7]([C:10]2[C:12]3[C:13](=[CH:14][CH:15]=[C:16]([O:18][CH2:19][C:20]#[CH:21])[CH:17]=3)[N:22]([CH2:23][C:24]3[C:25]([O:30][CH2:31][CH2:32][O:33][CH3:34])=[N:26][CH:27]=[CH:28][CH:29]=3)[C:36](=[O:35])[N:37]=2)=[CH:6][CH:5]=1)([CH3:3])[CH3:2], predict the reactants needed to synthesize it. The reactants are: [CH:1]([C:4]1[CH:9]=[CH:8][C:7]([C:10]([C:12]2[CH:17]=[C:16]([O:18][CH2:19][C:20]#[CH:21])[CH:15]=[CH:14][C:13]=2[NH:22][CH2:23][C:24]2[C:25]([O:30][CH2:31][CH2:32][O:33][CH3:34])=[N:26][CH:27]=[CH:28][CH:29]=2)=O)=[CH:6][CH:5]=1)([CH3:3])[CH3:2].[O-:35][C:36]#[N:37].[Na+]. (2) Given the product [F:14][C:10]1[CH:9]=[C:8]([C:5]2[N:4]=[C:3]([CH2:2][N:32]3[CH2:33][CH2:34][N:29]([CH2:28][CH:27]([OH:35])[CH2:26][O:25][C:22]4[CH:23]=[CH:24][C:18]5[S:17][C:16]([CH3:15])=[N:20][C:19]=5[CH:21]=4)[CH2:30][CH2:31]3)[O:7][N:6]=2)[CH:13]=[CH:12][CH:11]=1, predict the reactants needed to synthesize it. The reactants are: Cl[CH2:2][C:3]1[O:7][N:6]=[C:5]([C:8]2[CH:13]=[CH:12][CH:11]=[C:10]([F:14])[CH:9]=2)[N:4]=1.[CH3:15][C:16]1[S:17][C:18]2[CH:24]=[CH:23][C:22]([O:25][CH2:26][CH:27]([OH:35])[CH2:28][N:29]3[CH2:34][CH2:33][NH:32][CH2:31][CH2:30]3)=[CH:21][C:19]=2[N:20]=1.C(N(C(C)C)CC)(C)C. (3) Given the product [NH2:6][C:5]1[NH:18][N:17]=[C:3]([NH:9][C:10]2[CH:15]=[CH:14][CH:13]=[CH:12][CH:11]=2)[C:4]=1[C:7]#[N:8], predict the reactants needed to synthesize it. The reactants are: CS[C:3]([NH:9][C:10]1[CH:15]=[CH:14][CH:13]=[CH:12][CH:11]=1)=[C:4]([C:7]#[N:8])[C:5]#[N:6].O.[NH2:17][NH2:18]. (4) Given the product [CH3:1][C:2]1[CH:7]=[CH:6][CH:5]=[C:4]([CH3:8])[C:3]=1[C:9]1[C:17]2[O:16][CH:15]([CH2:18][NH:19][C:30](=[O:31])[O:32][CH2:33][C:34]3[CH:39]=[CH:38][CH:37]=[CH:36][CH:35]=3)[CH2:14][C:13]=2[CH:12]=[CH:11][CH:10]=1, predict the reactants needed to synthesize it. The reactants are: [CH3:1][C:2]1[CH:7]=[CH:6][CH:5]=[C:4]([CH3:8])[C:3]=1[C:9]1[C:17]2[O:16][CH:15]([CH2:18][NH2:19])[CH2:14][C:13]=2[CH:12]=[CH:11][CH:10]=1.C(N(C(C)C)CC)(C)C.Cl[C:30]([O:32][CH2:33][C:34]1[CH:39]=[CH:38][CH:37]=[CH:36][CH:35]=1)=[O:31].C(OC(=O)NCC1CC2C=CC=C(C3CCCC3)C=2O1)C1C=CC=CC=1.